From a dataset of Forward reaction prediction with 1.9M reactions from USPTO patents (1976-2016). Predict the product of the given reaction. (1) Given the reactants Cl.[CH2:2]1[C:8]2[C:9]3[CH:15]=[CH:14][C:13]([N:16]4[CH:21]=[CH:20][C:19]([O:22][CH2:23][C:24]5[CH:25]=[N:26][C:27]([C:30]([F:33])([F:32])[F:31])=[CH:28][CH:29]=5)=[CH:18][C:17]4=[O:34])=[CH:12][C:10]=3[O:11][C:7]=2[CH2:6][CH2:5][CH2:4][NH:3]1.C=O.[C:37](O[BH-](OC(=O)C)OC(=O)C)(=O)C.[Na+], predict the reaction product. The product is: [CH3:37][N:3]1[CH2:4][CH2:5][CH2:6][C:7]2[O:11][C:10]3[CH:12]=[C:13]([N:16]4[CH:21]=[CH:20][C:19]([O:22][CH2:23][C:24]5[CH:25]=[N:26][C:27]([C:30]([F:32])([F:33])[F:31])=[CH:28][CH:29]=5)=[CH:18][C:17]4=[O:34])[CH:14]=[CH:15][C:9]=3[C:8]=2[CH2:2]1. (2) Given the reactants C([O:3][C:4](=[O:36])[CH2:5][CH:6]1[O:10][B:9]([OH:11])[C:8]2[CH:12]=[C:13]([O:17][C:18]3[CH:23]=[CH:22][N:21]=[C:20]([NH:24][CH2:25][CH2:26][CH2:27][NH:28][C:29]([O:31][C:32]([CH3:35])([CH3:34])[CH3:33])=[O:30])[N:19]=3)[CH:14]=[C:15]([CH3:16])[C:7]1=2)C.[OH-].[Li+], predict the reaction product. The product is: [C:32]([O:31][C:29]([NH:28][CH2:27][CH2:26][CH2:25][NH:24][C:20]1[N:19]=[C:18]([O:17][C:13]2[CH:14]=[C:15]([CH3:16])[C:7]3[CH:6]([CH2:5][C:4]([OH:36])=[O:3])[O:10][B:9]([OH:11])[C:8]=3[CH:12]=2)[CH:23]=[CH:22][N:21]=1)=[O:30])([CH3:34])([CH3:35])[CH3:33]. (3) Given the reactants [NH2:1][C:2]1[C:11](Cl)=[N:10][CH:9]=[CH:8][C:3]=1[C:4]([O:6][CH3:7])=[O:5].[C:13]([B-](F)(F)F)([CH3:15])=[CH2:14].[K+].C(=O)([O-])[O-].[Cs+].[Cs+], predict the reaction product. The product is: [NH2:1][C:2]1[C:11]([C:13]([CH3:15])=[CH2:14])=[N:10][CH:9]=[CH:8][C:3]=1[C:4]([O:6][CH3:7])=[O:5].